Dataset: Forward reaction prediction with 1.9M reactions from USPTO patents (1976-2016). Task: Predict the product of the given reaction. (1) Given the reactants [N:1]1([C:7]2[S:8][C:9]([C:12]([O:14][CH3:15])=[O:13])=[CH:10][N:11]=2)[CH2:6][CH2:5][NH:4][CH2:3][CH2:2]1.Br[CH2:17][C:18]1[CH:23]=[CH:22][CH:21]=[CH:20][C:19]=1[C:24]([F:27])([F:26])[F:25].C1CCN2C(=NCCC2)CC1, predict the reaction product. The product is: [F:25][C:24]([F:26])([F:27])[C:19]1[CH:20]=[CH:21][CH:22]=[CH:23][C:18]=1[CH2:17][N:4]1[CH2:5][CH2:6][N:1]([C:7]2[S:8][C:9]([C:12]([O:14][CH3:15])=[O:13])=[CH:10][N:11]=2)[CH2:2][CH2:3]1. (2) Given the reactants C(OC([C@@H:8]([NH:12][C:13]([O:15][CH2:16][CH2:17][CH2:18][CH2:19][CH2:20][N:21]1[CH:25]=[C:24]([CH2:26][O:27][C@H:28]2[CH2:32][N:31]([C:33](OC(C)(C)C)=[O:34])[C@H:30]([C:40]([O:42][CH3:43])=[O:41])[CH2:29]2)[N:23]=[N:22]1)=[O:14])[CH:9]([CH3:11])[CH3:10])=O)(C)(C)C.Cl.O1CCOCC1.CCN(C(C)C)C(C)C.CN(C(ON1N=NC2C=CC=CC1=2)=[N+](C)C)C.[B-](F)(F)(F)F, predict the reaction product. The product is: [CH:9]([C@H:8]1[C:33](=[O:34])[N:31]2[CH2:32][C@@H:28]([CH2:29][C@H:30]2[C:40]([O:42][CH3:43])=[O:41])[O:27][CH2:26][C:24]2=[CH:25][N:21]([N:22]=[N:23]2)[CH2:20][CH2:19][CH2:18][CH2:17][CH2:16][O:15][C:13](=[O:14])[NH:12]1)([CH3:11])[CH3:10]. (3) Given the reactants [CH3:1][S:2]([C:5]1[CH:6]=[CH:7][C:8]2[C:9]3[N:30]=[CH:29][C:28](C4N(C)N=NC=4C)=[CH:27][C:10]=3[N:11]([C@@H:14]([CH:21]3[CH2:26][CH2:25][O:24][CH2:23][CH2:22]3)[C:15]3[CH:20]=[CH:19][CH:18]=[CH:17][CH:16]=3)[C:12]=2[CH:13]=1)(=[O:4])=[O:3].[Br:38]C1C=NC2C3C=CC(S(C)(=O)=O)=CC=3NC=2C=1, predict the reaction product. The product is: [Br:38][C:28]1[CH:29]=[N:30][C:9]2[C:8]3[CH:7]=[CH:6][C:5]([S:2]([CH3:1])(=[O:4])=[O:3])=[CH:13][C:12]=3[N:11]([C@@H:14]([CH:21]3[CH2:26][CH2:25][O:24][CH2:23][CH2:22]3)[C:15]3[CH:20]=[CH:19][CH:18]=[CH:17][CH:16]=3)[C:10]=2[CH:27]=1. (4) Given the reactants C(=O)([O-])[O-].[Na+].[Na+].Br[C:8]1[CH:13]=[CH:12][C:11]([N+:14]([O-:16])=[O:15])=[CH:10][N:9]=1.[CH3:17][O:18][C:19]1[CH:20]=[C:21](B(O)O)[CH:22]=[C:23]([O:27][CH3:28])[C:24]=1[O:25][CH3:26], predict the reaction product. The product is: [N+:14]([C:11]1[CH:12]=[CH:13][C:8]([C:21]2[CH:22]=[C:23]([O:27][CH3:28])[C:24]([O:25][CH3:26])=[C:19]([O:18][CH3:17])[CH:20]=2)=[N:9][CH:10]=1)([O-:16])=[O:15]. (5) Given the reactants [CH3:1][C:2]1[N:3]([C:8]2[CH:12]=[CH:11][N:10]([CH3:13])[N:9]=2)[C:4]([CH3:7])=[CH:5][CH:6]=1.C([Li])CCC.[C:19](O[C:19]([O:21][C:22]([CH3:25])([CH3:24])[CH3:23])=[O:20])([O:21][C:22]([CH3:25])([CH3:24])[CH3:23])=[O:20].[Cl-].[NH4+], predict the reaction product. The product is: [CH3:7][C:4]1[N:3]([C:8]2[CH:12]=[C:11]([C:19]([O:21][C:22]([CH3:25])([CH3:24])[CH3:23])=[O:20])[N:10]([CH3:13])[N:9]=2)[C:2]([CH3:1])=[CH:6][CH:5]=1. (6) Given the reactants [F:1][C:2]1[CH:3]=[C:4]([CH:13]=[CH:14][CH:15]=1)[CH2:5][NH:6][C:7](=[O:12])[C:8]([F:11])([F:10])[F:9].[Cl:16][S:17](O)(=[O:19])=[O:18], predict the reaction product. The product is: [F:1][C:2]1[CH:15]=[CH:14][C:13]([S:17]([Cl:16])(=[O:19])=[O:18])=[C:4]([CH2:5][NH:6][C:7](=[O:12])[C:8]([F:10])([F:11])[F:9])[CH:3]=1. (7) Given the reactants [NH2:1][C:2]1[C:3]([C:12]([N:14]([CH2:21][C:22]2[CH:27]=[CH:26][CH:25]=[CH:24][N:23]=2)[CH2:15][C:16]([O:18][CH2:19][CH3:20])=[O:17])=[O:13])=[CH:4][C:5]2[C:10]([CH:11]=1)=[CH:9][CH:8]=[CH:7][CH:6]=2.C(N(CC)CC)C.[Cl:35][C:36]1[CH:41]=[C:40]([Cl:42])[CH:39]=[C:38]([Cl:43])[C:37]=1[N:44]=[C:45]=[O:46], predict the reaction product. The product is: [N:23]1[CH:24]=[CH:25][CH:26]=[CH:27][C:22]=1[CH2:21][N:14]([C:12]([C:3]1[C:2]([NH:1][C:45]([NH:44][C:37]2[C:38]([Cl:43])=[CH:39][C:40]([Cl:42])=[CH:41][C:36]=2[Cl:35])=[O:46])=[CH:11][C:10]2[C:5](=[CH:6][CH:7]=[CH:8][CH:9]=2)[CH:4]=1)=[O:13])[CH2:15][C:16]([O:18][CH2:19][CH3:20])=[O:17]. (8) Given the reactants [CH:1]1([CH2:4][N:5]2[CH:10]=[CH:9][C:8](O)=[C:7]([C:12]#[N:13])[C:6]2=[O:14])[CH2:3][CH2:2]1.P(Br)(Br)([Br:17])=O, predict the reaction product. The product is: [Br:17][C:8]1[CH:9]=[CH:10][N:5]([CH2:4][CH:1]2[CH2:3][CH2:2]2)[C:6](=[O:14])[C:7]=1[C:12]#[N:13].